From a dataset of NCI-60 drug combinations with 297,098 pairs across 59 cell lines. Regression. Given two drug SMILES strings and cell line genomic features, predict the synergy score measuring deviation from expected non-interaction effect. (1) Drug 1: CN(C)C1=NC(=NC(=N1)N(C)C)N(C)C. Drug 2: CC1C(C(CC(O1)OC2CC(OC(C2O)C)OC3=CC4=CC5=C(C(=O)C(C(C5)C(C(=O)C(C(C)O)O)OC)OC6CC(C(C(O6)C)O)OC7CC(C(C(O7)C)O)OC8CC(C(C(O8)C)O)(C)O)C(=C4C(=C3C)O)O)O)O. Cell line: SK-OV-3. Synergy scores: CSS=-3.64, Synergy_ZIP=0.392, Synergy_Bliss=-0.904, Synergy_Loewe=-1.74, Synergy_HSA=-1.73. (2) Drug 1: CC1=C2C(C(=O)C3(C(CC4C(C3C(C(C2(C)C)(CC1OC(=O)C(C(C5=CC=CC=C5)NC(=O)C6=CC=CC=C6)O)O)OC(=O)C7=CC=CC=C7)(CO4)OC(=O)C)O)C)OC(=O)C. Drug 2: C1CN(P(=O)(OC1)NCCCl)CCCl. Cell line: HL-60(TB). Synergy scores: CSS=80.0, Synergy_ZIP=26.9, Synergy_Bliss=23.6, Synergy_Loewe=-37.2, Synergy_HSA=23.0. (3) Drug 1: CC1=C2C(C(=O)C3(C(CC4C(C3C(C(C2(C)C)(CC1OC(=O)C(C(C5=CC=CC=C5)NC(=O)C6=CC=CC=C6)O)O)OC(=O)C7=CC=CC=C7)(CO4)OC(=O)C)O)C)OC(=O)C. Drug 2: C1=NC(=NC(=O)N1C2C(C(C(O2)CO)O)O)N. Cell line: OVCAR3. Synergy scores: CSS=1.14, Synergy_ZIP=0.924, Synergy_Bliss=-9.71, Synergy_Loewe=-12.1, Synergy_HSA=-11.1. (4) Drug 1: C1C(C(OC1N2C=C(C(=O)NC2=O)F)CO)O. Cell line: 786-0. Drug 2: CC1=C2C(C(=O)C3(C(CC4C(C3C(C(C2(C)C)(CC1OC(=O)C(C(C5=CC=CC=C5)NC(=O)OC(C)(C)C)O)O)OC(=O)C6=CC=CC=C6)(CO4)OC(=O)C)O)C)O. Synergy scores: CSS=6.44, Synergy_ZIP=-2.45, Synergy_Bliss=-1.50, Synergy_Loewe=-4.59, Synergy_HSA=-1.15. (5) Drug 1: C1=CC(=C2C(=C1NCCNCCO)C(=O)C3=C(C=CC(=C3C2=O)O)O)NCCNCCO. Drug 2: C1C(C(OC1N2C=C(C(=O)NC2=O)F)CO)O. Cell line: MDA-MB-231. Synergy scores: CSS=50.2, Synergy_ZIP=1.86, Synergy_Bliss=1.43, Synergy_Loewe=6.10, Synergy_HSA=7.91. (6) Drug 1: CS(=O)(=O)CCNCC1=CC=C(O1)C2=CC3=C(C=C2)N=CN=C3NC4=CC(=C(C=C4)OCC5=CC(=CC=C5)F)Cl. Drug 2: COCCOC1=C(C=C2C(=C1)C(=NC=N2)NC3=CC=CC(=C3)C#C)OCCOC. Cell line: HCT116. Synergy scores: CSS=24.0, Synergy_ZIP=-4.95, Synergy_Bliss=-3.77, Synergy_Loewe=-5.14, Synergy_HSA=-0.881. (7) Drug 1: CCC1(CC2CC(C3=C(CCN(C2)C1)C4=CC=CC=C4N3)(C5=C(C=C6C(=C5)C78CCN9C7C(C=CC9)(C(C(C8N6C=O)(C(=O)OC)O)OC(=O)C)CC)OC)C(=O)OC)O.OS(=O)(=O)O. Drug 2: CC=C1C(=O)NC(C(=O)OC2CC(=O)NC(C(=O)NC(CSSCCC=C2)C(=O)N1)C(C)C)C(C)C. Cell line: ACHN. Synergy scores: CSS=23.2, Synergy_ZIP=-0.727, Synergy_Bliss=2.67, Synergy_Loewe=-25.1, Synergy_HSA=2.37.